This data is from Full USPTO retrosynthesis dataset with 1.9M reactions from patents (1976-2016). The task is: Predict the reactants needed to synthesize the given product. (1) Given the product [F:11][C:2]([F:1])([F:10])[C:3]1[CH:8]=[CH:7][N:6]=[C:5]([O:9][CH2:44][C:45]2[S:46][C:47]3[C:53]([C:54]4[CH:55]=[C:56]([CH:62]=[CH:63][CH:64]=4)[C:57]([O:59][CH2:60][CH3:61])=[O:58])=[CH:52][CH:51]=[CH:50][C:48]=3[CH:49]=2)[CH:4]=1, predict the reactants needed to synthesize it. The reactants are: [F:1][C:2]([F:11])([F:10])[C:3]1[CH:8]=[CH:7][N:6]=[C:5]([OH:9])[CH:4]=1.C1(P(C2C=CC=CC=2)C2C=CC=CC=2)C=CC=CC=1.N(C(OCC)=O)=NC(OCC)=O.O[CH2:44][C:45]1[S:46][C:47]2[C:53]([C:54]3[CH:55]=[C:56]([CH:62]=[CH:63][CH:64]=3)[C:57]([O:59][CH2:60][CH3:61])=[O:58])=[CH:52][CH:51]=[CH:50][C:48]=2[CH:49]=1. (2) Given the product [ClH:29].[CH3:1][O:2][C:3]1[CH:8]=[CH:7][C:6]([CH:9]([N:11]2[CH2:16][CH2:15][C:14]([CH2:18][C:19](=[O:26])[C:20]3[CH:25]=[CH:24][CH:23]=[CH:22][CH:21]=3)([Cl:29])[CH2:13][CH2:12]2)[CH3:10])=[CH:5][CH:4]=1, predict the reactants needed to synthesize it. The reactants are: [CH3:1][O:2][C:3]1[CH:8]=[CH:7][C:6]([CH:9]([N:11]2[CH2:16][CH2:15][C:14]([CH2:18][C:19](=[O:26])[C:20]3[CH:25]=[CH:24][CH:23]=[CH:22][CH:21]=3)(O)[CH2:13][CH2:12]2)[CH3:10])=[CH:5][CH:4]=1.O=S(Cl)[Cl:29]. (3) Given the product [O:4]1[CH2:5][CH:6]([N:8]2[C:12]([C:13]3[CH:18]=[CH:17][C:16]([C:41]4[C:40]([O:39][CH3:38])=[N:8][C:12]([CH3:11])=[CH:13][C:14]=4[CH3:15])=[CH:15][C:14]=3[N+:28]([O-:30])=[O:29])=[C:11]([C:31]([O:33][CH2:34][CH3:35])=[O:32])[CH:10]=[N:9]2)[CH2:7][O:1][CH2:2][CH2:3]1, predict the reactants needed to synthesize it. The reactants are: [O:1]1[CH2:7][CH:6]([N:8]2[C:12]([C:13]3[CH:18]=[CH:17][C:16](B4OC(C)(C)C(C)(C)O4)=[CH:15][C:14]=3[N+:28]([O-:30])=[O:29])=[C:11]([C:31]([O:33][CH2:34][CH3:35])=[O:32])[CH:10]=[N:9]2)[CH2:5][O:4][CH2:3][CH2:2]1.O1[CH2:41][CH2:40][O:39][CH2:38]C1. (4) Given the product [CH3:31][C:28]1([CH3:32])[O:27][C:26]2[CH:33]=[CH:34][C:23]([C@H:21]3[O:20][C:19](=[O:35])[N:18]([CH2:17][CH2:16][C:13]4[CH:12]=[CH:11][C:10]([O:9][CH2:8][CH2:7][O:6][CH2:5][C:4]5[CH:3]=[C:2]([NH:1][C:40](=[O:47])[C:41]6[CH:46]=[CH:45][CH:44]=[N:43][CH:42]=6)[CH:38]=[CH:37][CH:36]=5)=[CH:15][CH:14]=4)[CH2:22]3)=[CH:24][C:25]=2[CH2:30][O:29]1, predict the reactants needed to synthesize it. The reactants are: [NH2:1][C:2]1[CH:3]=[C:4]([CH:36]=[CH:37][CH:38]=1)[CH2:5][O:6][CH2:7][CH2:8][O:9][C:10]1[CH:15]=[CH:14][C:13]([CH2:16][CH2:17][N:18]2[CH2:22][C@@H:21]([C:23]3[CH:34]=[CH:33][C:26]4[O:27][C:28]([CH3:32])([CH3:31])[O:29][CH2:30][C:25]=4[CH:24]=3)[O:20][C:19]2=[O:35])=[CH:12][CH:11]=1.Cl.[C:40](Cl)(=[O:47])[C:41]1[CH:46]=[CH:45][CH:44]=[N:43][CH:42]=1.C(N(CC)C(C)C)(C)C. (5) Given the product [CH3:8][C:2]([C:9]1[CH:10]=[CH:11][C:12]([Br:15])=[CH:13][CH:14]=1)([CH3:1])[C:3](=[O:7])[C:4]([OH:6])=[O:5], predict the reactants needed to synthesize it. The reactants are: [CH3:1][C:2]([C:9]1[CH:14]=[CH:13][CH:12]=[CH:11][CH:10]=1)([CH3:8])[C:3](=[O:7])[C:4]([OH:6])=[O:5].[Br:15]Br.